Dataset: Peptide-MHC class II binding affinity with 134,281 pairs from IEDB. Task: Regression. Given a peptide amino acid sequence and an MHC pseudo amino acid sequence, predict their binding affinity value. This is MHC class II binding data. The MHC is DRB1_0701 with pseudo-sequence DRB1_0701. The binding affinity (normalized) is 0.441. The peptide sequence is DKFTVFEAAFNDAIK.